From a dataset of Forward reaction prediction with 1.9M reactions from USPTO patents (1976-2016). Predict the product of the given reaction. (1) Given the reactants [CH3:1][C:2]1[CH:7]=[CH:6][C:5]([CH3:8])=[CH:4][C:3]=1[N:9]1[CH2:14][CH2:13][N:12]([C:15]([CH:17]2[N:21]([C:22]3[CH:27]=[CH:26][CH:25]=[CH:24][CH:23]=3)[C:20](=[O:28])[NH:19][CH2:18]2)=[O:16])[CH2:11][CH2:10]1.[H-].[Na+].[F:31][C:32]1[CH:37]=[CH:36][CH:35]=[CH:34][C:33]=1[S:38](Cl)(=[O:40])=[O:39], predict the reaction product. The product is: [CH3:1][C:2]1[CH:7]=[CH:6][C:5]([CH3:8])=[CH:4][C:3]=1[N:9]1[CH2:14][CH2:13][N:12]([C:15]([CH:17]2[CH2:18][N:19]([S:38]([C:33]3[CH:34]=[CH:35][CH:36]=[CH:37][C:32]=3[F:31])(=[O:40])=[O:39])[C:20](=[O:28])[N:21]2[C:22]2[CH:23]=[CH:24][CH:25]=[CH:26][CH:27]=2)=[O:16])[CH2:11][CH2:10]1. (2) The product is: [BrH:1].[Br:1][CH2:29][C:27]1[CH:26]=[CH:25][N:24]=[C:23]([NH2:22])[CH:28]=1. Given the reactants [Br:1]Br.C1(P(C2C=CC=CC=2)C2C=CC=CC=2)C=CC=CC=1.[NH2:22][C:23]1[CH:28]=[C:27]([CH2:29]O)[CH:26]=[CH:25][N:24]=1, predict the reaction product. (3) Given the reactants Br[C:2]1[CH:7]=[CH:6][C:5]([C:8]([CH3:11])([CH3:10])[CH3:9])=[CH:4][CH:3]=1.[C:12]([O:16][C:17]([N:19]1[CH2:25][CH2:24][CH2:23][NH:22][CH2:21][CH2:20]1)=[O:18])([CH3:15])([CH3:14])[CH3:13].CC(C)([O-])C.[Na+].C1(P(C2C=CC=CC=2)C2C=CC3C(=CC=CC=3)C=2C2C3C(=CC=CC=3)C=CC=2P(C2C=CC=CC=2)C2C=CC=CC=2)C=CC=CC=1, predict the reaction product. The product is: [C:12]([O:16][C:17]([N:19]1[CH2:25][CH2:24][CH2:23][N:22]([C:2]2[CH:7]=[CH:6][C:5]([C:8]([CH3:11])([CH3:10])[CH3:9])=[CH:4][CH:3]=2)[CH2:21][CH2:20]1)=[O:18])([CH3:15])([CH3:13])[CH3:14]. (4) Given the reactants [Cl:1][C:2]1[CH:3]=[C:4]2[C:9](=[C:10]([O:12][CH:13]([F:15])[F:14])[CH:11]=1)S[CH2:7][CH2:6][C@@:5]2([C:17]([OH:19])=[O:18])[OH:16].O.O[O:22][S:23]([O-:25])=O.[K+], predict the reaction product. The product is: [Cl:1][C:2]1[CH:3]=[C:4]2[C:9](=[C:10]([O:12][CH:13]([F:14])[F:15])[CH:11]=1)[S:23](=[O:25])(=[O:22])[CH2:7][CH2:6][C@@:5]2([C:17]([OH:19])=[O:18])[OH:16]. (5) Given the reactants [CH2:1]([C:5]1[CH:13]=[CH:12][C:8]([CH:9]=[N:10][OH:11])=[CH:7][CH:6]=1)[CH:2]([CH3:4])[CH3:3].[Cl:14]N1C(=O)CCC1=O, predict the reaction product. The product is: [OH:11][N:10]=[C:9]([Cl:14])[C:8]1[CH:7]=[CH:6][C:5]([CH2:1][CH:2]([CH3:4])[CH3:3])=[CH:13][CH:12]=1. (6) The product is: [OH:14][CH2:13][C@@H:11]1[CH2:10][C@H:9]([NH:8][C:6](=[O:7])[O:5][C:1]([CH3:3])([CH3:2])[CH3:4])[CH2:12]1. Given the reactants [C:1]([O:5][C:6]([NH:8][C@@H:9]1[CH2:12][C@H:11]([C:13](O)=[O:14])[CH2:10]1)=[O:7])([CH3:4])([CH3:3])[CH3:2], predict the reaction product. (7) Given the reactants N1C2C(=CC=CC=2)[C:3]2([O:20][C:12]3[CH:13]=CC4OCOC=4[C:11]=3[CH2:10]2)C1=O.Br[C:23]1[CH:31]=[CH:30][CH:29]=[C:28]2[C:24]=1[C:25]1([C:36]3=[CH:37][C:38]4[O:42][CH2:41][O:40][C:39]=4[CH:43]=[C:35]3[O:34][CH2:33]1)[C:26](=O)[NH:27]2.ClCC1OC=CC=1.BrCC1OC(C(F)(F)F)=CC=1, predict the reaction product. The product is: [O:20]1[CH:3]=[CH:10][CH:11]=[C:12]1[CH2:13][N:27]1[C:28]2[C:24](=[CH:23][CH:31]=[CH:30][CH:29]=2)[C:25]2([C:36]3=[CH:37][C:38]4[O:42][CH2:41][O:40][C:39]=4[CH:43]=[C:35]3[O:34][CH2:33]2)[CH2:26]1.